From a dataset of Peptide-MHC class I binding affinity with 185,985 pairs from IEDB/IMGT. Regression. Given a peptide amino acid sequence and an MHC pseudo amino acid sequence, predict their binding affinity value. This is MHC class I binding data. (1) The peptide sequence is NLFSKNILKY. The binding affinity (normalized) is 0. The MHC is HLA-A31:01 with pseudo-sequence HLA-A31:01. (2) The peptide sequence is EVFGSTGDY. The MHC is HLA-A68:01 with pseudo-sequence HLA-A68:01. The binding affinity (normalized) is 0.755. (3) The peptide sequence is PEGPLGQLL. The MHC is HLA-B39:01 with pseudo-sequence HLA-B39:01. The binding affinity (normalized) is 0.213. (4) The peptide sequence is WLQKIPLQW. The MHC is HLA-A02:01 with pseudo-sequence HLA-A02:01. The binding affinity (normalized) is 0.0847. (5) The peptide sequence is VPVWKEATTT. The MHC is HLA-A23:01 with pseudo-sequence HLA-A23:01. The binding affinity (normalized) is 0. (6) The peptide sequence is RRRKGWIPL. The MHC is HLA-A01:01 with pseudo-sequence HLA-A01:01. The binding affinity (normalized) is 0.213. (7) The peptide sequence is QFMEGIYKL. The MHC is HLA-A24:03 with pseudo-sequence HLA-A24:03. The binding affinity (normalized) is 0.851. (8) The peptide sequence is PLILAYFPVFRFL. The MHC is HLA-A31:01 with pseudo-sequence HLA-A31:01. The binding affinity (normalized) is 0.231. (9) The peptide sequence is KTMAVTYEL. The MHC is HLA-B08:01 with pseudo-sequence HLA-B08:01. The binding affinity (normalized) is 0.729.